The task is: Predict which catalyst facilitates the given reaction.. This data is from Catalyst prediction with 721,799 reactions and 888 catalyst types from USPTO. Product: [O:17]1[CH2:18][CH2:19][N:14]([C:2]2[CH:9]=[CH:8][C:5]([CH:6]=[O:7])=[C:4]([C:10]([F:13])([F:12])[F:11])[CH:3]=2)[CH2:15][CH2:16]1. The catalyst class is: 58. Reactant: F[C:2]1[CH:9]=[CH:8][C:5]([CH:6]=[O:7])=[C:4]([C:10]([F:13])([F:12])[F:11])[CH:3]=1.[NH:14]1[CH2:19][CH2:18][O:17][CH2:16][CH2:15]1.C([O-])([O-])=O.[K+].[K+].